Dataset: Reaction yield outcomes from USPTO patents with 853,638 reactions. Task: Predict the reaction yield, written as a fraction of the theoretical maximum amount of product (1.0 means a 100% yield; for example, 0.34 means a 34% yield). (1) The reactants are [CH3:1][C:2]([CH3:9])([CH2:6][CH2:7][OH:8])[CH2:3][CH2:4][OH:5].[H-].[Na+].Br[CH2:13][CH2:14][O:15][Si:16]([C:19]([CH3:22])([CH3:21])[CH3:20])([CH3:18])[CH3:17].O. The catalyst is CN(C)C=O. The product is [C:19]([Si:16]([CH3:18])([CH3:17])[O:15][CH2:14][CH2:13][O:5][CH2:4][CH2:3][C:2]([CH3:9])([CH3:1])[CH2:6][CH2:7][OH:8])([CH3:22])([CH3:21])[CH3:20]. The yield is 0.0900. (2) The reactants are [K+].[C:2]([C:4]1[N:5]=[C:6]([C:17]([O-:19])=O)[N:7]([CH2:9][O:10][CH2:11][CH2:12][Si:13]([CH3:16])([CH3:15])[CH3:14])[CH:8]=1)#[N:3].N1C=CC=CC=1.O=S(Cl)Cl.[C:30]1([C:36]2[CH:41]=[C:40]([S:42]([N:45]3[CH2:50][CH2:49][O:48][CH2:47][CH2:46]3)(=[O:44])=[O:43])[CH:39]=[CH:38][C:37]=2[NH2:51])[CH2:35][CH2:34][CH2:33][CH2:32][CH:31]=1.C(N(CC)CC)C. The catalyst is C(Cl)Cl. The product is [C:30]1([C:36]2[CH:41]=[C:40]([S:42]([N:45]3[CH2:50][CH2:49][O:48][CH2:47][CH2:46]3)(=[O:44])=[O:43])[CH:39]=[CH:38][C:37]=2[NH:51][C:17]([C:6]2[N:7]([CH2:9][O:10][CH2:11][CH2:12][Si:13]([CH3:14])([CH3:15])[CH3:16])[CH:8]=[C:4]([C:2]#[N:3])[N:5]=2)=[O:19])[CH2:35][CH2:34][CH2:33][CH2:32][CH:31]=1. The yield is 0.370. (3) The reactants are [CH3:1][O:2][C:3]1[CH:11]=[CH:10][CH:9]=[CH:8][C:4]=1[C:5](Cl)=[O:6].[OH:12][CH2:13][C:14]([C:16]1[CH:21]=[CH:20][CH:19]=[CH:18][CH:17]=1)=[O:15].Cl. The catalyst is N1C=CC=CC=1. The product is [CH3:1][O:2][C:3]1[CH:11]=[CH:10][CH:9]=[CH:8][C:4]=1[C:5]([O:12][CH2:13][C:14]([C:16]1[CH:21]=[CH:20][CH:19]=[CH:18][CH:17]=1)=[O:15])=[O:6]. The yield is 0.896. (4) The reactants are CC(S([NH:7][C@H:8]([C:11]1[CH:16]=[CH:15][N:14]=[C:13]([C:17]([NH2:19])=[O:18])[CH:12]=1)[CH2:9][CH3:10])=O)(C)C.Cl. The catalyst is CO. The product is [NH2:7][C@H:8]([C:11]1[CH:16]=[CH:15][N:14]=[C:13]([C:17]([NH2:19])=[O:18])[CH:12]=1)[CH2:9][CH3:10]. The yield is 1.00.